From a dataset of Forward reaction prediction with 1.9M reactions from USPTO patents (1976-2016). Predict the product of the given reaction. (1) Given the reactants [F:1][C:2]1[C:3]([F:12])=[CH:4][C:5]2[S:9][C:8]([NH2:10])=[N:7][C:6]=2[CH:11]=1.[F:13][C:14]1[CH:22]=[CH:21][CH:20]=[CH:19][C:15]=1[C:16](Cl)=[O:17].Br[CH:24]([CH2:29][CH3:30])[C:25]([O:27]C)=[O:26].COC1C=CC2N=C(N)SC=2C=1.ClC1C=C(C=CC=1)C(Cl)=O.BrCC(OCC)=O, predict the reaction product. The product is: [F:1][C:2]1[C:3]([F:12])=[CH:4][C:5]2[S:9][C:8](=[N:10][C:16](=[O:17])[C:15]3[CH:19]=[CH:20][CH:21]=[CH:22][C:14]=3[F:13])[N:7]([CH:24]([CH2:29][CH3:30])[C:25]([OH:27])=[O:26])[C:6]=2[CH:11]=1. (2) Given the reactants [NH:1]1[C:9]2[C:4](=[CH:5][CH:6]=[CH:7][CH:8]=2)[C:3]([C:10]2[C:14]3[CH:15]=[CH:16][CH:17]=[CH:18][C:13]=3[S:12](=[O:20])(=[O:19])[N:11]=2)=[CH:2]1.C([O-])([O-])=O.[K+].[K+].Br[CH2:28][C:29]([O:31][C:32]([CH3:35])([CH3:34])[CH3:33])=[O:30], predict the reaction product. The product is: [C:32]([O:31][C:29](=[O:30])[CH2:28][N:1]1[C:9]2[C:4](=[CH:5][CH:6]=[CH:7][CH:8]=2)[C:3]([C:10]2[C:14]3[CH:15]=[CH:16][CH:17]=[CH:18][C:13]=3[S:12](=[O:19])(=[O:20])[N:11]=2)=[CH:2]1)([CH3:35])([CH3:34])[CH3:33]. (3) The product is: [C:2]1([CH:1]=[N:23][S:20]([C:18]2[CH:17]=[CH:16][C:15]3[O:9][CH2:10][CH2:11][CH2:12][O:13][C:14]=3[CH:19]=2)(=[O:21])=[O:22])[CH:7]=[CH:6][CH:5]=[CH:4][CH:3]=1. Given the reactants [CH:1](=O)[C:2]1[CH:7]=[CH:6][CH:5]=[CH:4][CH:3]=1.[O:9]1[C:15]2[CH:16]=[CH:17][C:18]([S:20]([NH2:23])(=[O:22])=[O:21])=[CH:19][C:14]=2[O:13][CH2:12][CH2:11][CH2:10]1.O.[O-2].[O-2].[O-2].O=[Si]=O.O=[Si]=O.O=[Si]=O.O=[Si]=O.[Al+3].[Al+3], predict the reaction product. (4) Given the reactants [C:1]([Br:5])(Br)(Br)[Br:2].C1(P(C2C=CC=CC=2)C2C=CC=CC=2)C=CC=CC=1.[CH:25]([C:27]1[O:28][C:29]([C:32]([CH3:35])([CH3:34])[CH3:33])=[CH:30][N:31]=1)=O, predict the reaction product. The product is: [Br:2][C:1]([Br:5])=[CH:25][C:27]1[O:28][C:29]([C:32]([CH3:35])([CH3:34])[CH3:33])=[CH:30][N:31]=1. (5) Given the reactants C[O:2][C:3]([C:5]1[N:9]([C:10]([O:12][CH2:13][C:14]2[CH:19]=[CH:18][CH:17]=[CH:16][CH:15]=2)=[O:11])[N:8]=[C:7]([N:20]2[CH2:25][CH2:24][N:23]([C:26](=[O:37])[C:27]3[CH:32]=[CH:31][CH:30]=[CH:29][C:28]=3[C:33]([F:36])([F:35])[F:34])[CH2:22][CH2:21]2)[CH:6]=1)=O.[CH2:38]([NH2:43])[CH2:39][CH2:40][CH2:41][CH3:42].[C-]#N.[Na+], predict the reaction product. The product is: [CH2:13]([O:12][C:10]([N:9]1[C:5]([C:3](=[O:2])[NH:43][CH2:38][CH2:39][CH2:40][CH2:41][CH3:42])=[CH:6][C:7]([N:20]2[CH2:25][CH2:24][N:23]([C:26](=[O:37])[C:27]3[CH:32]=[CH:31][CH:30]=[CH:29][C:28]=3[C:33]([F:34])([F:36])[F:35])[CH2:22][CH2:21]2)=[N:8]1)=[O:11])[C:14]1[CH:19]=[CH:18][CH:17]=[CH:16][CH:15]=1. (6) The product is: [C:84]([C:83]1[CH:86]=[C:87]([C@H:89]2[CH2:93][C@H:92]([F:94])[CH2:91][N:90]2[C:2]2[CH:7]=[CH:6][N:5]3[N:8]=[CH:9][C:10]([C:11]([N:13]([CH2:23][C:24]4[CH:29]=[CH:28][C:27]([O:30][CH3:31])=[CH:26][CH:25]=4)[CH2:14][C:15]4[CH:20]=[CH:19][C:18]([O:21][CH3:22])=[CH:17][CH:16]=4)=[O:12])=[C:4]3[CH:3]=2)[CH:88]=[C:81]([F:80])[CH:82]=1)#[N:85]. Given the reactants Br[C:2]1[CH:7]=[CH:6][N:5]2[N:8]=[CH:9][C:10]([C:11]([N:13]([CH2:23][C:24]3[CH:29]=[CH:28][C:27]([O:30][CH3:31])=[CH:26][CH:25]=3)[CH2:14][C:15]3[CH:20]=[CH:19][C:18]([O:21][CH3:22])=[CH:17][CH:16]=3)=[O:12])=[C:4]2[CH:3]=1.CC1(C)C2C(=C(P(C3C=CC=CC=3)C3C=CC=CC=3)C=CC=2)OC2C(P(C3C=CC=CC=3)C3C=CC=CC=3)=CC=CC1=2.C(=O)([O-])[O-].[Cs+].[Cs+].[F:80][C:81]1[CH:82]=[C:83]([CH:86]=[C:87]([C@H:89]2[CH2:93][C@H:92]([F:94])[CH2:91][NH:90]2)[CH:88]=1)[C:84]#[N:85], predict the reaction product.